This data is from Full USPTO retrosynthesis dataset with 1.9M reactions from patents (1976-2016). The task is: Predict the reactants needed to synthesize the given product. Given the product [OH:65][C@H:60]1[CH2:61][CH2:62][CH2:63][CH2:64][C@@H:59]1[NH:58][C:8]([C@@H:6]1[C@@H:5]([CH2:1][CH2:2][CH2:3][CH3:4])[O:7]1)=[O:10], predict the reactants needed to synthesize it. The reactants are: [CH2:1]([C@H:5]1[O:7][C@@H:6]1[C:8]([OH:10])=O)[CH2:2][CH2:3][CH3:4].CCCCC(F)(F)C(O)CC[C@@H]1[C@@H](CCCCCCC(O)=O)C(=O)C[C@H]1O.C1CCC(NC2CCCCC2)CC1.C(Cl)(=O)C(C)(C)C.[NH2:58][C@H:59]1[CH2:64][CH2:63][CH2:62][CH2:61][C@@H:60]1[OH:65].